This data is from Full USPTO retrosynthesis dataset with 1.9M reactions from patents (1976-2016). The task is: Predict the reactants needed to synthesize the given product. (1) Given the product [CH3:11][S:12]([O:1][CH2:2][CH:3]1[C:7]2([CH2:9][CH2:8]2)[NH:6][C:5](=[O:10])[O:4]1)(=[O:14])=[O:13], predict the reactants needed to synthesize it. The reactants are: [OH:1][CH2:2][CH:3]1[C:7]2([CH2:9][CH2:8]2)[NH:6][C:5](=[O:10])[O:4]1.[CH3:11][S:12](Cl)(=[O:14])=[O:13].O. (2) The reactants are: C[Si](C)(C)[C:3]#[C:4][CH:5]=[C:6]1[CH2:11][CH2:10][N:9]([C:12]([O:14][C:15]([CH3:18])([CH3:17])[CH3:16])=[O:13])[CH2:8][CH2:7]1.CC1N=C(N2CCC(=CC#C)CC2)C([N+]([O-])=O)=CC=1.C[Si](C)(C)C#CC=C1CCNCC1.[Br:53][C:54]1[CH:59]=[CH:58][CH:57]=[C:56](Br)[N:55]=1.O.[F-].C([N+](CCCC)(CCCC)CCCC)CCC. Given the product [Br:53][C:54]1[N:55]=[C:56]([C:3]#[C:4][CH:5]=[C:6]2[CH2:11][CH2:10][N:9]([C:12]([O:14][C:15]([CH3:18])([CH3:17])[CH3:16])=[O:13])[CH2:8][CH2:7]2)[CH:57]=[CH:58][CH:59]=1, predict the reactants needed to synthesize it. (3) Given the product [Br:22][C:23]1[CH:24]=[C:25]([C@H:33]([O:1][CH2:2][C:3]2([C:16]3[CH:17]=[CH:18][CH:19]=[CH:20][CH:21]=3)[CH2:8][CH2:7][N:6]([C:9]([O:11][C:12]([CH3:14])([CH3:15])[CH3:13])=[O:10])[CH2:5][CH2:4]2)[CH3:34])[CH:26]=[C:27]([C:29]([F:30])([F:31])[F:32])[CH:28]=1, predict the reactants needed to synthesize it. The reactants are: [OH:1][CH2:2][C:3]1([C:16]2[CH:21]=[CH:20][CH:19]=[CH:18][CH:17]=2)[CH2:8][CH2:7][N:6]([C:9]([O:11][C:12]([CH3:15])([CH3:14])[CH3:13])=[O:10])[CH2:5][CH2:4]1.[Br:22][C:23]1[CH:28]=[C:27]([C:29]([F:32])([F:31])[F:30])[CH:26]=[C:25]([C@@H:33](Br)[CH3:34])[CH:24]=1.[H-].[Na+].CO.C(=O)=O. (4) Given the product [F:24][C:25]1[CH:26]=[C:27]([C@H:8]2[NH:7][C:12](=[O:13])[C:11]([CH3:23])([CH3:22])[CH2:10][CH2:9]2)[CH:28]=[CH:29][C:30]=1[CH3:31], predict the reactants needed to synthesize it. The reactants are: C([S@@]([N:7]=[CH:8][CH2:9][CH2:10][C:11]([CH3:23])([CH3:22])[C:12](OCC1C=CC=CC=1)=[O:13])=O)(C)(C)C.[F:24][C:25]1[CH:26]=[C:27]([Mg]Br)[CH:28]=[CH:29][C:30]=1[CH3:31].